Task: Predict the product of the given reaction.. Dataset: Forward reaction prediction with 1.9M reactions from USPTO patents (1976-2016) (1) Given the reactants [F:1][C:2]1([F:30])[CH2:7][CH2:6][N:5]([C:8]([C:10]2[CH:18]=[CH:17][C:16]3[NH:15][C:14]4[CH2:19][CH2:20][N:21]([C:23]([O:25][C:26]([CH3:29])([CH3:28])[CH3:27])=[O:24])[CH2:22][C:13]=4[C:12]=3[CH:11]=2)=[O:9])[CH2:4][CH2:3]1.[H-].[Na+].I[CH3:34], predict the reaction product. The product is: [F:30][C:2]1([F:1])[CH2:7][CH2:6][N:5]([C:8]([C:10]2[CH:18]=[CH:17][C:16]3[N:15]([CH3:34])[C:14]4[CH2:19][CH2:20][N:21]([C:23]([O:25][C:26]([CH3:27])([CH3:29])[CH3:28])=[O:24])[CH2:22][C:13]=4[C:12]=3[CH:11]=2)=[O:9])[CH2:4][CH2:3]1. (2) Given the reactants [CH:1]1[CH:2]=[C:3]([CH2:6][NH:7][C:8]2[N:16]=[CH:15][N:14]=[C:10]3[N:11]=[CH:12][NH:13][C:9]=23)[O:4][CH:5]=1.Br[CH2:18][CH2:19][Cl:20].C([O-])([O-])=O.[K+].[K+], predict the reaction product. The product is: [CH2:6]([NH:7][C:8]1[N:16]=[CH:15][N:14]=[C:10]2[C:9]=1[N:13]=[CH:12][N:11]2[CH2:18][CH2:19][Cl:20])[C:3]1[O:4][CH:5]=[CH:1][CH:2]=1. (3) The product is: [CH2:38]([O:37][CH2:36][C@H:18]([NH:17][C:14](=[O:16])[CH2:13][N:10]1[CH2:9][CH2:8][N:7]([CH2:6][CH2:5][O:4][CH2:2][CH3:3])[CH2:12][CH2:11]1)[C:19]([NH:21][C:22]1[CH:27]=[CH:26][C:25]([O:28][C:29]2[CH:34]=[CH:33][C:32]([F:35])=[CH:31][CH:30]=2)=[CH:24][CH:23]=1)=[O:20])[C:39]1[CH:44]=[CH:43][CH:42]=[CH:41][CH:40]=1. Given the reactants Cl.[CH2:2]([O:4][CH2:5][CH2:6][N:7]1[CH2:12][CH2:11][N:10]([CH2:13][C:14]([OH:16])=O)[CH2:9][CH2:8]1)[CH3:3].[NH2:17][C@@H:18]([CH2:36][O:37][CH2:38][C:39]1[CH:44]=[CH:43][CH:42]=[CH:41][CH:40]=1)[C:19]([NH:21][C:22]1[CH:27]=[CH:26][C:25]([O:28][C:29]2[CH:34]=[CH:33][C:32]([F:35])=[CH:31][CH:30]=2)=[CH:24][CH:23]=1)=[O:20], predict the reaction product. (4) Given the reactants [OH:1][CH2:2][CH2:3][N:4]1[CH:9]=[C:8]([C:10]2[S:11][CH:12]=[CH:13][CH:14]=2)[CH:7]=[CH:6][C:5]1=[O:15].CN(C=O)C.[H-].[Na+].Cl[C:24]1[C:33]2[C:28](=[CH:29][CH:30]=[CH:31][CH:32]=2)[N:27]=[CH:26][CH:25]=1, predict the reaction product. The product is: [N:27]1[C:28]2[C:33](=[CH:32][CH:31]=[CH:30][CH:29]=2)[C:24]([O:1][CH2:2][CH2:3][N:4]2[CH:9]=[C:8]([C:10]3[S:11][CH:12]=[CH:13][CH:14]=3)[CH:7]=[CH:6][C:5]2=[O:15])=[CH:25][CH:26]=1. (5) Given the reactants [CH3:1][O:2][C:3]1[C:4]([OH:21])=[CH:5][C:6]([OH:20])=[C:7]2[C:12](=[O:13])[CH:11]=[C:10]([C:14]3[CH:15]=[CH:16][CH:17]=[CH:18][CH:19]=3)[O:9][C:8]=12.[CH2:22]=O.[NH:24]1[CH2:29][CH2:28][NH:27][CH2:26][CH2:25]1, predict the reaction product. The product is: [OH:20][C:6]1[C:5]([CH2:22][N:24]2[CH2:29][CH2:28][NH:27][CH2:26][CH2:25]2)=[C:4]([OH:21])[C:3]([O:2][CH3:1])=[C:8]2[C:7]=1[C:12](=[O:13])[CH:11]=[C:10]([C:14]1[CH:19]=[CH:18][CH:17]=[CH:16][CH:15]=1)[O:9]2. (6) Given the reactants [CH2:1]([N:5]=[CH:6][C:7]1[C:12](F)=[CH:11][CH:10]=[CH:9][C:8]=1F)[CH2:2][CH2:3][CH3:4].[CH2:15]([Mg]Br)[CH3:16].[CH3:19][CH2:20]OCC, predict the reaction product. The product is: [CH2:1]([N:5]=[CH:6][C:7]1[C:12]([CH2:19][CH3:20])=[CH:11][CH:10]=[CH:9][C:8]=1[CH2:15][CH3:16])[CH2:2][CH2:3][CH3:4]. (7) Given the reactants [CH2:1]([O:8][N:9]=[C:10]1[C:18]2([CH2:23][CH2:22][CH2:21][CH2:20][CH2:19]2)[C:17]2[C:12](=[CH:13][CH:14]=[C:15](Br)[CH:16]=2)[NH:11]1)[C:2]1[CH:7]=[CH:6][CH:5]=[CH:4][CH:3]=1.[CH3:25][O:26][C:27]1[CH:28]=[C:29](B(O)O)[CH:30]=[CH:31][CH:32]=1.CCCCCC, predict the reaction product. The product is: [CH2:1]([O:8][N:9]=[C:10]1[C:18]2([CH2:23][CH2:22][CH2:21][CH2:20][CH2:19]2)[C:17]2[C:12](=[CH:13][CH:14]=[C:15]([C:31]3[CH:30]=[CH:29][CH:28]=[C:27]([O:26][CH3:25])[CH:32]=3)[CH:16]=2)[NH:11]1)[C:2]1[CH:7]=[CH:6][CH:5]=[CH:4][CH:3]=1. (8) Given the reactants Cl[C:2]1[CH:7]=[CH:6][C:5]([C:8]2([C:11]([N:13]3[CH2:17][CH2:16][C@@:15]4([C:21]5[CH:22]=[CH:23][CH:24]=[CH:25][C:20]=5[C:19](=[O:26])[O:18]4)[CH2:14]3)=[O:12])[CH2:10][CH2:9]2)=[CH:4][CH:3]=1.[N:27]1[CH:32]=[C:31](B(O)O)[CH:30]=[N:29][CH:28]=1.C(P(C(C)(C)C)C(C)(C)C)(C)(C)C.C(=O)([O-])[O-].[Cs+].[Cs+].O1CCOCC1, predict the reaction product. The product is: [N:27]1[CH:32]=[C:31]([C:2]2[CH:3]=[CH:4][C:5]([C:8]3([C:11]([N:13]4[CH2:17][CH2:16][C@@:15]5([C:21]6[CH:22]=[CH:23][CH:24]=[CH:25][C:20]=6[C:19](=[O:26])[O:18]5)[CH2:14]4)=[O:12])[CH2:10][CH2:9]3)=[CH:6][CH:7]=2)[CH:30]=[N:29][CH:28]=1.